Dataset: Caco-2 cell permeability data measuring drug intestinal absorption for ~900 compounds. Task: Regression/Classification. Given a drug SMILES string, predict its absorption, distribution, metabolism, or excretion properties. Task type varies by dataset: regression for continuous measurements (e.g., permeability, clearance, half-life) or binary classification for categorical outcomes (e.g., BBB penetration, CYP inhibition). For this dataset (caco2_wang), we predict Y. (1) The molecule is COc1cc(Cl)ccc1C[C@@H](C)C(=O)N1CCN(c2ccc(Cl)cc2[C@@H](NC(=O)C(C)N)C(C)C)CC1. The Y is -5.52 log Papp (cm/s). (2) The drug is CN1C2CC[C@@H]1CC(OC(c1ccc(Cl)cc1)c1cccc(Cl)c1)C2. The Y is -5.60 log Papp (cm/s). (3) The compound is CNS(=O)(=O)c1ccc(Cl)cc1. The Y is -4.19 log Papp (cm/s). (4) The molecule is Nc1nc2c(ncn2COC(CO)CO)c(=O)[nH]1. The Y is -6.10 log Papp (cm/s). (5) The Y is -6.59 log Papp (cm/s). The drug is CC(C)=CCC[C@](C)(O[C@@H]1O[C@@H](CO)[C@@H](O)[C@H](O)[C@H]1O)[C@H]1CC[C@]2(C)[C@@H]1[C@H](O)C[C@@H]1[C@@]3(C)CC[C@H](O)C(C)(C)[C@@H]3C(O[C@@H]3O[C@H](CO)[C@@H](O)[C@H](O)[C@H]3O)C[C@]12C.